This data is from Catalyst prediction with 721,799 reactions and 888 catalyst types from USPTO. The task is: Predict which catalyst facilitates the given reaction. (1) Reactant: [Cl:1][C:2]1[CH:7]=[CH:6][CH:5]=[CH:4][C:3]=1[C@H:8]([O:10][C:11](=[O:26])[NH:12][C:13]1[C:14]([CH3:25])=[N:15][O:16][C:17]=1[C:18]1[CH:23]=[CH:22][C:21](Br)=[CH:20][CH:19]=1)[CH3:9].[CH2:27]([O:29][C:30](=[O:47])[CH2:31][C:32]1[CH:37]=[CH:36][C:35](B2OC(C)(C)C(C)(C)O2)=[CH:34][CH:33]=1)[CH3:28].C(=O)(O)[O-].[Na+]. Product: [CH2:27]([O:29][C:30](=[O:47])[CH2:31][C:32]1[CH:37]=[CH:36][C:35]([C:21]2[CH:22]=[CH:23][C:18]([C:17]3[O:16][N:15]=[C:14]([CH3:25])[C:13]=3[NH:12][C:11]([O:10][C@@H:8]([C:3]3[CH:4]=[CH:5][CH:6]=[CH:7][C:2]=3[Cl:1])[CH3:9])=[O:26])=[CH:19][CH:20]=2)=[CH:34][CH:33]=1)[CH3:28]. The catalyst class is: 149. (2) Reactant: Br[C:2]1[CH:7]=[CH:6][C:5]([O:8][CH2:9][C:10]2[CH:15]=[CH:14][CH:13]=[CH:12][CH:11]=2)=[CH:4][CH:3]=1.C([Li])CCC.[O:21]=[C:22]1[N:26]([C:27]([O:29][C:30]([CH3:33])([CH3:32])[CH3:31])=[O:28])[C@H:25]([C:34]([O:36][CH3:37])=[O:35])[CH2:24][CH2:23]1. Product: [CH3:33][C:30]([O:29][C:27]([NH:26][C@@H:25]([CH2:24][CH2:23][C:22](=[O:21])[C:2]1[CH:7]=[CH:6][C:5]([O:8][CH2:9][C:10]2[CH:15]=[CH:14][CH:13]=[CH:12][CH:11]=2)=[CH:4][CH:3]=1)[C:34]([O:36][CH3:37])=[O:35])=[O:28])([CH3:31])[CH3:32]. The catalyst class is: 1.